Predict the product of the given reaction. From a dataset of Forward reaction prediction with 1.9M reactions from USPTO patents (1976-2016). (1) Given the reactants [C:1]1([CH2:7][O:8][C:9]2[CH:26]=[CH:25][C:12]3[CH2:13][CH2:14][N:15](C(OC(C)(C)C)=O)[CH2:16][CH2:17][C:11]=3[CH:10]=2)[CH:6]=[CH:5][CH:4]=[CH:3][CH:2]=1.FC(F)(F)C(O)=O, predict the reaction product. The product is: [C:1]1([CH2:7][O:8][C:9]2[CH:26]=[CH:25][C:12]3[CH2:13][CH2:14][NH:15][CH2:16][CH2:17][C:11]=3[CH:10]=2)[CH:2]=[CH:3][CH:4]=[CH:5][CH:6]=1. (2) Given the reactants [F:1][C:2]1[CH2:7][CH2:6][CH:5]([CH2:8][NH:9][C:10]2[CH:15]=[CH:14][C:13]([NH:16][C:17](=[O:19])[CH3:18])=[CH:12][C:11]=2[N+:20]([O-])=O)[CH2:4][CH:3]=1, predict the reaction product. The product is: [NH2:20][C:11]1[CH:12]=[C:13]([NH:16][C:17](=[O:19])[CH3:18])[CH:14]=[CH:15][C:10]=1[NH:9][CH2:8][CH:5]1[CH2:4][CH2:3][CH:2]([F:1])[CH2:7][CH2:6]1. (3) Given the reactants [NH:1]1[C:5]2[CH:6]=[CH:7][CH:8]=[CH:9][C:4]=2[NH:3][C:2]1=[C:10]([C:23]([C:25]1[CH:30]=[CH:29][CH:28]=[C:27]([F:31])[CH:26]=1)=[O:24])[C:11]([C:13]1[CH:18]=[CH:17][CH:16]=[C:15]([CH:19]([OH:22])[CH2:20][OH:21])[CH:14]=1)=[O:12].[C:32](N1C=CN=C1)(N1C=CN=C1)=[O:33], predict the reaction product. The product is: [NH:1]1[C:5]2[CH:6]=[CH:7][CH:8]=[CH:9][C:4]=2[NH:3][C:2]1=[C:10]([C:11]([C:13]1[CH:18]=[CH:17][CH:16]=[C:15]([CH:19]2[CH2:20][O:21][C:32](=[O:33])[O:22]2)[CH:14]=1)=[O:12])[C:23]([C:25]1[CH:30]=[CH:29][CH:28]=[C:27]([F:31])[CH:26]=1)=[O:24]. (4) The product is: [C:1]([C:4]1[C:5]([NH:13][C:14]2[CH:19]=[CH:18][C:17]([CH:20]3[CH2:21][CH2:22][N:23]([C:26]([O:28][C:29]([CH3:30])([CH3:31])[CH3:32])=[O:27])[CH2:24][CH2:25]3)=[CH:16][C:15]=2[Cl:33])=[N:6][C:7]([S:11][CH3:12])=[N:8][C:9]=1[NH:35][NH2:36])(=[O:3])[NH2:2]. Given the reactants [C:1]([C:4]1[C:5]([NH:13][C:14]2[CH:19]=[CH:18][C:17]([CH:20]3[CH2:25][CH2:24][N:23]([C:26]([O:28][C:29]([CH3:32])([CH3:31])[CH3:30])=[O:27])[CH2:22][CH2:21]3)=[CH:16][C:15]=2[Cl:33])=[N:6][C:7]([S:11][CH3:12])=[N:8][C:9]=1Cl)(=[O:3])[NH2:2].O.[NH2:35][NH2:36], predict the reaction product. (5) Given the reactants [F:1][C:2]1[CH:7]=[C:6](B2OC(C)(C)C(C)(C)O2)[CH:5]=[CH:4][C:3]=1[C:17]1[N:18]=[CH:19][C:20]([NH2:23])=[N:21][CH:22]=1.[F:24][C:25]1[CH:30]=[C:29]([C:31]([F:34])([F:33])[F:32])[CH:28]=[CH:27][C:26]=1Br, predict the reaction product. The product is: [F:24][C:25]1[CH:30]=[C:29]([C:31]([F:32])([F:33])[F:34])[CH:28]=[CH:27][C:26]=1[C:6]1[CH:5]=[CH:4][C:3]([C:17]2[N:18]=[CH:19][C:20]([NH2:23])=[N:21][CH:22]=2)=[C:2]([F:1])[CH:7]=1. (6) The product is: [CH3:52][C:53]1[C:58]([CH2:59][O:15][C:16]2[CH:17]=[C:18]3[C:23](=[CH:24][CH:25]=2)[CH2:22][N:21]([C:26]([O:28][C:29]([CH3:32])([CH3:31])[CH3:30])=[O:27])[CH2:20][CH2:19]3)=[CH:57][CH:56]=[CH:55][C:54]=1[C:61]1[CH:66]=[CH:65][CH:64]=[CH:63][CH:62]=1. Given the reactants N(C(OC(C)C)=O)=NC(OC(C)C)=O.[OH:15][C:16]1[CH:17]=[C:18]2[C:23](=[CH:24][CH:25]=1)[CH2:22][N:21]([C:26]([O:28][C:29]([CH3:32])([CH3:31])[CH3:30])=[O:27])[CH2:20][CH2:19]2.C1(P(C2C=CC=CC=2)C2C=CC=CC=2)C=CC=CC=1.[CH3:52][C:53]1[C:58]([CH2:59]O)=[CH:57][CH:56]=[CH:55][C:54]=1[C:61]1[CH:66]=[CH:65][CH:64]=[CH:63][CH:62]=1, predict the reaction product.